This data is from NCI-60 drug combinations with 297,098 pairs across 59 cell lines. The task is: Regression. Given two drug SMILES strings and cell line genomic features, predict the synergy score measuring deviation from expected non-interaction effect. (1) Drug 1: CC(C)NC(=O)C1=CC=C(C=C1)CNNC.Cl. Drug 2: C(CCl)NC(=O)N(CCCl)N=O. Cell line: DU-145. Synergy scores: CSS=-1.68, Synergy_ZIP=3.33, Synergy_Bliss=0.805, Synergy_Loewe=-5.09, Synergy_HSA=-4.24. (2) Drug 1: C1CC(=O)NC(=O)C1N2CC3=C(C2=O)C=CC=C3N. Drug 2: CCC(=C(C1=CC=CC=C1)C2=CC=C(C=C2)OCCN(C)C)C3=CC=CC=C3.C(C(=O)O)C(CC(=O)O)(C(=O)O)O. Cell line: SK-MEL-2. Synergy scores: CSS=2.52, Synergy_ZIP=0.497, Synergy_Bliss=2.76, Synergy_Loewe=0.551, Synergy_HSA=0.537. (3) Drug 1: C1CCN(CC1)CCOC2=CC=C(C=C2)C(=O)C3=C(SC4=C3C=CC(=C4)O)C5=CC=C(C=C5)O. Drug 2: CC12CCC3C(C1CCC2OP(=O)(O)O)CCC4=C3C=CC(=C4)OC(=O)N(CCCl)CCCl.[Na+]. Cell line: MDA-MB-435. Synergy scores: CSS=-0.656, Synergy_ZIP=2.79, Synergy_Bliss=5.48, Synergy_Loewe=0.0539, Synergy_HSA=0.806. (4) Drug 1: C1=NC2=C(N=C(N=C2N1C3C(C(C(O3)CO)O)O)F)N. Drug 2: CC(C)CN1C=NC2=C1C3=CC=CC=C3N=C2N. Cell line: COLO 205. Synergy scores: CSS=40.6, Synergy_ZIP=-2.28, Synergy_Bliss=-4.43, Synergy_Loewe=-0.948, Synergy_HSA=-4.02. (5) Drug 1: CC(CN1CC(=O)NC(=O)C1)N2CC(=O)NC(=O)C2. Drug 2: C1=NNC2=C1C(=O)NC=N2. Cell line: SK-OV-3. Synergy scores: CSS=10.4, Synergy_ZIP=-2.27, Synergy_Bliss=2.70, Synergy_Loewe=0.632, Synergy_HSA=2.69. (6) Drug 1: CC1=C(C(CCC1)(C)C)C=CC(=CC=CC(=CC(=O)O)C)C. Drug 2: COCCOC1=C(C=C2C(=C1)C(=NC=N2)NC3=CC=CC(=C3)C#C)OCCOC.Cl. Cell line: HS 578T. Synergy scores: CSS=15.5, Synergy_ZIP=-6.86, Synergy_Bliss=-5.65, Synergy_Loewe=-7.06, Synergy_HSA=-4.08.